This data is from NCI-60 drug combinations with 297,098 pairs across 59 cell lines. The task is: Regression. Given two drug SMILES strings and cell line genomic features, predict the synergy score measuring deviation from expected non-interaction effect. (1) Drug 1: C1C(C(OC1N2C=C(C(=O)NC2=O)F)CO)O. Drug 2: CC=C1C(=O)NC(C(=O)OC2CC(=O)NC(C(=O)NC(CSSCCC=C2)C(=O)N1)C(C)C)C(C)C. Cell line: SK-MEL-5. Synergy scores: CSS=75.8, Synergy_ZIP=-4.10, Synergy_Bliss=-0.541, Synergy_Loewe=-16.8, Synergy_HSA=0.553. (2) Drug 1: C1CC(=O)NC(=O)C1N2C(=O)C3=CC=CC=C3C2=O. Drug 2: C1CN(P(=O)(OC1)NCCCl)CCCl. Cell line: MOLT-4. Synergy scores: CSS=-0.509, Synergy_ZIP=-0.575, Synergy_Bliss=-1.77, Synergy_Loewe=-1.93, Synergy_HSA=-2.56. (3) Drug 1: CC1OCC2C(O1)C(C(C(O2)OC3C4COC(=O)C4C(C5=CC6=C(C=C35)OCO6)C7=CC(=C(C(=C7)OC)O)OC)O)O. Drug 2: CN(C)N=NC1=C(NC=N1)C(=O)N. Cell line: NCI/ADR-RES. Synergy scores: CSS=4.86, Synergy_ZIP=0.0178, Synergy_Bliss=3.46, Synergy_Loewe=2.31, Synergy_HSA=2.29. (4) Drug 1: CC1CCC2CC(C(=CC=CC=CC(CC(C(=O)C(C(C(=CC(C(=O)CC(OC(=O)C3CCCCN3C(=O)C(=O)C1(O2)O)C(C)CC4CCC(C(C4)OC)O)C)C)O)OC)C)C)C)OC. Drug 2: C1=CC=C(C=C1)NC(=O)CCCCCCC(=O)NO. Cell line: M14. Synergy scores: CSS=1.38, Synergy_ZIP=-3.05, Synergy_Bliss=-6.54, Synergy_Loewe=-15.5, Synergy_HSA=-11.9.